This data is from Forward reaction prediction with 1.9M reactions from USPTO patents (1976-2016). The task is: Predict the product of the given reaction. (1) Given the reactants [CH3:1][C:2]1[N:7]=[C:6]([C:8]2[CH:13]=[CH:12][CH:11]=[C:10]([C:14]3[CH:15]=[C:16]([S:20](Cl)(=[O:22])=[O:21])[CH:17]=[CH:18][CH:19]=3)[N:9]=2)[CH:5]=[C:4]([C:24]2[CH:29]=[CH:28][C:27]([C:30]([F:33])([F:32])[F:31])=[CH:26][CH:25]=2)[CH:3]=1.[NH2:34][CH2:35][CH2:36][O:37][CH2:38][CH2:39][OH:40], predict the reaction product. The product is: [OH:40][CH2:39][CH2:38][O:37][CH2:36][CH2:35][NH:34][S:20]([C:16]1[CH:17]=[CH:18][CH:19]=[C:14]([C:10]2[N:9]=[C:8]([C:6]3[CH:5]=[C:4]([C:24]4[CH:25]=[CH:26][C:27]([C:30]([F:33])([F:31])[F:32])=[CH:28][CH:29]=4)[CH:3]=[C:2]([CH3:1])[N:7]=3)[CH:13]=[CH:12][CH:11]=2)[CH:15]=1)(=[O:21])=[O:22]. (2) The product is: [CH2:16]([S:18]([C:21]1[C:22]([C:27]([NH:1][C:2]2[CH:7]=[C:6]([S:8]([C:11]([F:14])([F:12])[F:13])(=[O:10])=[O:9])[CH:5]=[CH:4][C:3]=2[OH:15])=[O:28])=[N:23][CH:24]=[CH:25][CH:26]=1)(=[O:19])=[O:20])[CH3:17]. Given the reactants [NH2:1][C:2]1[CH:7]=[C:6]([S:8]([C:11]([F:14])([F:13])[F:12])(=[O:10])=[O:9])[CH:5]=[CH:4][C:3]=1[OH:15].[CH2:16]([S:18]([C:21]1[C:22]([C:27](Cl)=[O:28])=[N:23][CH:24]=[CH:25][CH:26]=1)(=[O:20])=[O:19])[CH3:17], predict the reaction product.